From a dataset of Forward reaction prediction with 1.9M reactions from USPTO patents (1976-2016). Predict the product of the given reaction. (1) Given the reactants [F:1][C:2]1[CH:3]=[C:4]([C:23]2[CH:28]=[CH:27][C:26]([C:29]([C@@H:31]3[CH2:35][CH2:34][CH2:33][C@H:32]3[C:36]([O:38]C)=[O:37])=[O:30])=[CH:25][CH:24]=2)[CH:5]=[CH:6][C:7]=1[NH:8][C:9]1[S:10][C:11]2[CH:17]=[C:16]([O:18][C:19]([F:22])([F:21])[F:20])[CH:15]=[CH:14][C:12]=2[N:13]=1, predict the reaction product. The product is: [F:1][C:2]1[CH:3]=[C:4]([C:23]2[CH:28]=[CH:27][C:26]([C:29]([C@@H:31]3[CH2:35][CH2:34][CH2:33][C@H:32]3[C:36]([OH:38])=[O:37])=[O:30])=[CH:25][CH:24]=2)[CH:5]=[CH:6][C:7]=1[NH:8][C:9]1[S:10][C:11]2[CH:17]=[C:16]([O:18][C:19]([F:21])([F:20])[F:22])[CH:15]=[CH:14][C:12]=2[N:13]=1. (2) Given the reactants [CH:1]1([NH:5][C:6]([C@@H:8]2[CH2:12][CH2:11][CH2:10][N:9]2[C:13](=[O:30])[CH2:14][O:15][C:16]2[N:20]([C:21]3[CH:26]=[CH:25][CH:24]=[CH:23][CH:22]=3)[N:19]=[C:18]([C:27](O)=[O:28])[CH:17]=2)=[O:7])[CH2:4][CH2:3][CH2:2]1.CCN(C(C)C)C(C)C.CN(C(ON1N=NC2C=CC=NC1=2)=[N+](C)C)C.F[P-](F)(F)(F)(F)F.[CH2:64]([O:66][C:67]([N:69]1[CH2:74][CH2:73][N:72]([C:75](=[O:88])[C@@H:76]([NH2:87])[CH2:77][CH2:78][O:79][CH2:80][C:81]2[CH:86]=[CH:85][CH:84]=[CH:83][CH:82]=2)[CH2:71][CH2:70]1)=[O:68])[CH3:65], predict the reaction product. The product is: [CH2:64]([O:66][C:67]([N:69]1[CH2:74][CH2:73][N:72]([C:75](=[O:88])[C@@H:76]([NH:87][C:27]([C:18]2[CH:17]=[C:16]([O:15][CH2:14][C:13]([N:9]3[CH2:10][CH2:11][CH2:12][C@H:8]3[C:6](=[O:7])[NH:5][CH:1]3[CH2:4][CH2:3][CH2:2]3)=[O:30])[N:20]([C:21]3[CH:22]=[CH:23][CH:24]=[CH:25][CH:26]=3)[N:19]=2)=[O:28])[CH2:77][CH2:78][O:79][CH2:80][C:81]2[CH:86]=[CH:85][CH:84]=[CH:83][CH:82]=2)[CH2:71][CH2:70]1)=[O:68])[CH3:65]. (3) The product is: [Cl:26][C:27]1[CH:28]=[C:29]2[C:33](=[CH:34][CH:35]=1)[N:32]([CH2:36][CH2:37][C:38]1[CH:43]=[CH:42][CH:41]=[CH:40][CH:39]=1)[C:31](=[O:44])[C:30]2([OH:45])[CH2:54][C:49]1[C:48]([O:47][CH3:46])=[CH:53][CH:52]=[CH:51][N:50]=1. Given the reactants BrC1C(CC2(O)C3C(=CC=C(C)C=3)N(CCC(C)C)C2=O)=NC=CC=1.[Cl:26][C:27]1[CH:28]=[C:29]2[C:33](=[CH:34][CH:35]=1)[N:32]([CH2:36][CH2:37][C:38]1[CH:43]=[CH:42][CH:41]=[CH:40][CH:39]=1)[C:31](=[O:44])[C:30]2=[O:45].[CH3:46][O:47][C:48]1[C:49]([CH3:54])=[N:50][CH:51]=[CH:52][CH:53]=1, predict the reaction product. (4) The product is: [C:9]([C:13]1[CH:18]=[CH:17][C:16]([C:2]2[CH:8]=[CH:7][C:5]([NH2:6])=[CH:4][CH:3]=2)=[CH:15][CH:14]=1)([CH3:12])([CH3:11])[CH3:10]. Given the reactants Br[C:2]1[CH:8]=[CH:7][C:5]([NH2:6])=[CH:4][CH:3]=1.[C:9]([C:13]1[CH:18]=[CH:17][C:16](B(O)O)=[CH:15][CH:14]=1)([CH3:12])([CH3:11])[CH3:10].C([O-])([O-])=O.[K+].[K+].O, predict the reaction product. (5) Given the reactants [C:1]([C:4]1[NH:8][C:7]([C:9]2[CH:14]=[CH:13][C:12]([Cl:15])=[CH:11][C:10]=2[Cl:16])=[C:6]([C:17]#[N:18])[CH:5]=1)(=[O:3])[CH3:2].C(O[CH:23](OC(C)C)[N:24]([CH3:26])[CH3:25])(C)C, predict the reaction product. The product is: [Cl:16][C:10]1[CH:11]=[C:12]([Cl:15])[CH:13]=[CH:14][C:9]=1[C:7]1[NH:8][C:4]([C:1](=[O:3])/[CH:2]=[CH:23]/[N:24]([CH3:26])[CH3:25])=[CH:5][C:6]=1[C:17]#[N:18]. (6) Given the reactants C(NC1C=CC(C2C=C3C(CN([C@@H](C(C)C)C(O)=O)C3=O)=CC=2)=CC=1)(=O)C1C=CC=CC=1.[CH3:33][CH:34]([CH3:70])[C@H:35]([N:40]1[CH2:48][C:47]2[C:42](=[CH:43][C:44]([C:49]3[CH:54]=[CH:53][C:52]([NH:55][C:56]([C:58]4[S:59][CH:60]=[C:61]([C:63]5[CH:68]=[CH:67][CH:66]=[CH:65][CH:64]=5)[N:62]=4)=[O:57])=[CH:51][CH:50]=3)=[CH:45][CH:46]=2)[C:41]1=[O:69])[C:36]([O:38]C)=[O:37], predict the reaction product. The product is: [CH3:33][CH:34]([CH3:70])[C@H:35]([N:40]1[CH2:48][C:47]2[C:42](=[CH:43][C:44]([C:49]3[CH:50]=[CH:51][C:52]([NH:55][C:56]([C:58]4[S:59][CH:60]=[C:61]([C:63]5[CH:64]=[CH:65][CH:66]=[CH:67][CH:68]=5)[N:62]=4)=[O:57])=[CH:53][CH:54]=3)=[CH:45][CH:46]=2)[C:41]1=[O:69])[C:36]([OH:38])=[O:37]. (7) Given the reactants [P:1]([O:5][CH2:6][C:7]([O-:9])=[O:8])([OH:4])([OH:3])=[O:2].[CH:10]1([NH3+])[CH2:15][CH2:14]CCC1.C1([NH3+])CCCCC1.C1([NH3+])CCCCC1.P(O[CH2:36][C:37]([O-:39])=O)(O)(O)=O.P([O:44][CH2:45][C:46]([O-])=O)(O)(O)=O, predict the reaction product. The product is: [P:1]([O:5][CH2:6][C:7]([OH:9])=[O:8])([OH:4])([OH:3])=[O:2].[CH2:37]([O:39][C:15]([O:44][CH2:45][CH3:46])([CH3:14])[CH3:10])[CH3:36].